This data is from Full USPTO retrosynthesis dataset with 1.9M reactions from patents (1976-2016). The task is: Predict the reactants needed to synthesize the given product. (1) Given the product [CH2:1]([O:3][C:4]([C:6]1[N:10]([CH2:25][C:24]2[CH:27]=[CH:28][CH:29]=[C:22]([Cl:21])[CH:23]=2)[C:9]2[CH:11]=[C:12]([C:14]3[S:15][C:16]([CH3:19])=[CH:17][CH:18]=3)[S:13][C:8]=2[C:7]=1[I:20])=[O:5])[CH3:2], predict the reactants needed to synthesize it. The reactants are: [CH2:1]([O:3][C:4]([C:6]1[NH:10][C:9]2[CH:11]=[C:12]([C:14]3[S:15][C:16]([CH3:19])=[CH:17][CH:18]=3)[S:13][C:8]=2[C:7]=1[I:20])=[O:5])[CH3:2].[Cl:21][C:22]1[CH:23]=[C:24]([CH:27]=[CH:28][CH:29]=1)[CH2:25]Cl. (2) Given the product [ClH:1].[CH3:14][C:15]1[C:19]([C:20]([NH:4][C:3]([NH2:5])=[NH:2])=[O:21])=[N:18][N:17]([C:24]2[CH:29]=[CH:28][CH:27]=[CH:26][CH:25]=2)[N:16]=1, predict the reactants needed to synthesize it. The reactants are: [ClH:1].[NH2:2][C:3]([NH2:5])=[NH:4].C[O-].[Na+].CN(C)C=O.[CH3:14][C:15]1[C:19]([C:20](OC)=[O:21])=[N:18][N:17]([C:24]2[CH:29]=[CH:28][CH:27]=[CH:26][CH:25]=2)[N:16]=1. (3) Given the product [OH:25][CH2:24][CH2:23][C@@H:22]([NH:21][C:2]1[C:3]2[CH2:11][N:10]([C:12]3[CH:19]=[CH:18][C:17]([CH3:20])=[CH:16][C:13]=3[C:14]#[N:15])[CH2:9][CH2:8][C:4]=2[N:5]=[CH:6][N:7]=1)[C:26]1[CH:27]=[N:28][C:29]([C:32]([F:33])([F:34])[F:35])=[CH:30][CH:31]=1, predict the reactants needed to synthesize it. The reactants are: Cl[C:2]1[C:3]2[CH2:11][N:10]([C:12]3[CH:19]=[CH:18][C:17]([CH3:20])=[CH:16][C:13]=3[C:14]#[N:15])[CH2:9][CH2:8][C:4]=2[N:5]=[CH:6][N:7]=1.[NH2:21][C@@H:22]([C:26]1[CH:27]=[N:28][C:29]([C:32]([F:35])([F:34])[F:33])=[CH:30][CH:31]=1)[CH2:23][CH2:24][OH:25].C(N(CC)C(C)C)(C)C. (4) Given the product [NH3:5].[CH2:25]([N:5]1[CH2:4][CH2:3][C:2]([CH3:1])([C:8]2[CH:13]=[CH:12][CH:11]=[C:10]([C:14]3[N:18]=[CH:17][NH:16][N:15]=3)[CH:9]=2)[CH2:7][CH2:6]1)[CH2:26][CH2:27][CH2:28][CH2:29][CH3:30], predict the reactants needed to synthesize it. The reactants are: [CH3:1][C:2]1([C:8]2[CH:13]=[CH:12][CH:11]=[C:10]([C:14]3[N:18]=[CH:17][NH:16][N:15]=3)[CH:9]=2)[CH2:7][CH2:6][NH:5][CH2:4][CH2:3]1.C(=O)([O-])O.[Na+].Br[CH2:25][CH2:26][CH2:27][CH2:28][CH2:29][CH3:30]. (5) Given the product [Cl:1][C:2]1[CH:3]=[C:4]([C:9]([NH:11][C:12]2[C:13]([O:18][CH3:19])=[N:14][CH:15]=[CH:16][CH:17]=2)=[O:10])[CH:5]=[N:6][C:7]=1[NH:21][NH2:22], predict the reactants needed to synthesize it. The reactants are: [Cl:1][C:2]1[CH:3]=[C:4]([C:9]([NH:11][C:12]2[C:13]([O:18][CH3:19])=[N:14][CH:15]=[CH:16][CH:17]=2)=[O:10])[CH:5]=[N:6][C:7]=1Cl.O.[NH2:21][NH2:22]. (6) The reactants are: Br[C:2]1[CH:3]=[N:4][C:5](Cl)=[C:6]([CH:9]=1)[C:7]#[N:8].Br[C:12]1[CH:17]=[CH:16][C:15]([N:18]2[C:22](=[O:23])[N:21]([CH2:24][CH2:25][CH3:26])[N:20]=[CH:19]2)=[C:14]([F:27])[CH:13]=1.[CH3:28][C@@H:29]1[N:34](C2N=CC(B3OC(C)(C)C(C)(C)O3)=CN=2)[CH2:33][CH2:32][N:31]([C:50]([O:52][C:53]([CH3:56])([CH3:55])[CH3:54])=[O:51])[CH2:30]1.BrC1C=CC(N2C(=O)N(C)N=C2)=C(F)C=1. Given the product [C:7]([C:6]1[C:5]([N:34]2[CH2:33][CH2:32][N:31]([C:50]([O:52][C:53]([CH3:56])([CH3:55])[CH3:54])=[O:51])[CH2:30][C@@H:29]2[CH3:28])=[N:4][CH:3]=[C:2]([C:12]2[CH:17]=[CH:16][C:15]([N:18]3[C:22](=[O:23])[N:21]([CH2:24][CH2:25][CH3:26])[N:20]=[CH:19]3)=[C:14]([F:27])[CH:13]=2)[CH:9]=1)#[N:8], predict the reactants needed to synthesize it. (7) Given the product [CH:34]([C@@H:16]1[NH:15][C:14]2[O:37][C:11](=[N:12][N:13]=2)[CH2:10][CH2:9][CH2:8][CH2:7][C:6]2[CH:27]=[C:26]3[C:3](=[CH:4][CH:5]=2)[C:2]([CH:38]=[CH2:39])=[CH:25][N:24]=[C:23]3[O:22][C@H:21]2[CH2:28][N:18]([C@H:19]([C:29]([O:31][CH3:32])=[O:30])[CH2:20]2)[C:17]1=[O:33])([CH3:36])[CH3:35], predict the reactants needed to synthesize it. The reactants are: I[C:2]1[C:3]2[C:26]3=[CH:27][C:6]([CH2:7][CH2:8][CH2:9][CH2:10][C:11]4[O:37][C:14]([NH:15][C@@H:16]([CH:34]([CH3:36])[CH3:35])[C:17](=[O:33])[N:18]5[CH2:28][C@H:21]([O:22][C:23]3=[N:24][CH:25]=1)[CH2:20][C@H:19]5[C:29]([O:31][CH3:32])=[O:30])=[N:13][N:12]=4)=[CH:5][CH:4]=2.[CH2:38]([Sn](CCCC)(CCCC)C=C)[CH2:39]CC.